From a dataset of Full USPTO retrosynthesis dataset with 1.9M reactions from patents (1976-2016). Predict the reactants needed to synthesize the given product. (1) Given the product [Br:1][C:2]1[CH:3]=[CH:4][C:5]([N:8]2[CH2:13][CH2:12][C:11](=[O:14])[CH2:10][CH2:9]2)=[N:6][CH:7]=1, predict the reactants needed to synthesize it. The reactants are: [Br:1][C:2]1[CH:3]=[CH:4][C:5]([N:8]2[CH2:13][CH2:12][CH:11]([OH:14])[CH2:10][CH2:9]2)=[N:6][CH:7]=1.C(OI1(OC(=O)C)(OC(=O)C)C2C=CC=CC=2C(=O)O1)(=O)C. (2) Given the product [F:1][C:2]1[C:7]([O:8][CH3:9])=[CH:6][C:5]([O:10][CH3:11])=[C:4]([F:12])[C:3]=1[C:13]1[N:18]=[C:17]2[NH:19][N:20]=[C:21]([C:35]3[CH:36]=[C:37]4[C:32](=[CH:33][CH:34]=3)[C:31](=[O:48])[N:30]([CH:27]3[CH2:28][CH2:29][N:24]([CH3:23])[CH2:25][CH2:26]3)[CH2:38]4)[C:16]2=[CH:15][N:14]=1, predict the reactants needed to synthesize it. The reactants are: [F:1][C:2]1[C:7]([O:8][CH3:9])=[CH:6][C:5]([O:10][CH3:11])=[C:4]([F:12])[C:3]=1[C:13]1[N:18]=[C:17]2[NH:19][N:20]=[C:21](I)[C:16]2=[CH:15][N:14]=1.[CH3:23][N:24]1[CH2:29][CH2:28][CH:27]([N:30]2[CH2:38][C:37]3[C:32](=[CH:33][CH:34]=[C:35](B4OC(C)(C)C(C)(C)O4)[CH:36]=3)[C:31]2=[O:48])[CH2:26][CH2:25]1. (3) Given the product [C:5]12([C:3]([OH:4])=[O:2])[CH2:14][CH:9]3[CH2:10][CH:11]([CH2:13][CH:7]([CH2:8]3)[O:6]1)[CH2:12]2, predict the reactants needed to synthesize it. The reactants are: C[O:2][C:3]([C:5]12[CH2:14][CH:9]3[CH2:10][CH:11]([CH2:13][CH:7]([CH2:8]3)[O:6]1)[CH2:12]2)=[O:4].[OH-].[Na+].Cl. (4) Given the product [CH3:1][C@@:2]12[C@@H:10]([OH:11])[C@H:9]([OH:12])[C@H:8]([OH:13])[C@H:7]1[C@@H:6]1[CH2:14][CH2:15][C:16]3[CH:21]=[C:20]([OH:22])[CH:19]=[CH:18][C:17]=3[C@H:5]1[CH2:4][CH2:3]2.[CH3:1][C@@:2]12[C:10](=[O:11])[CH2:9][CH2:8][C@H:7]1[C@H:6]1[C@@H:5]([C:17]3[CH:18]=[CH:19][C:20]([OH:22])=[CH:21][C:16]=3[CH2:15][CH2:14]1)[CH2:4][CH2:3]2, predict the reactants needed to synthesize it. The reactants are: [CH3:1][C@@:2]12[C@@H:10]([OH:11])[C@H:9]([OH:12])[C@H:8]([OH:13])[C@H:7]1[C@@H:6]1[CH2:14][CH2:15][C:16]3[CH:21]=[C:20]([OH:22])[CH:19]=[CH:18][C:17]=3[C@H:5]1[CH2:4][CH2:3]2.C([O-])([O-])=O.[K+].[K+].